From a dataset of Peptide-MHC class I binding affinity with 185,985 pairs from IEDB/IMGT. Regression. Given a peptide amino acid sequence and an MHC pseudo amino acid sequence, predict their binding affinity value. This is MHC class I binding data. (1) The peptide sequence is GPKVKQWPL. The MHC is HLA-A02:03 with pseudo-sequence HLA-A02:03. The binding affinity (normalized) is 0. (2) The peptide sequence is QWNLVIGFLF. The MHC is HLA-A26:01 with pseudo-sequence HLA-A26:01. The binding affinity (normalized) is 0. (3) The peptide sequence is APPGYALLRC. The MHC is Mamu-A2201 with pseudo-sequence Mamu-A2201. The binding affinity (normalized) is 0. (4) The peptide sequence is NTVGMSIVCI. The MHC is HLA-A02:01 with pseudo-sequence HLA-A02:01. The binding affinity (normalized) is 0.252. (5) The peptide sequence is IEEVMNIVL. The MHC is HLA-A02:01 with pseudo-sequence HLA-A02:01. The binding affinity (normalized) is 0.0847. (6) The MHC is HLA-B45:01 with pseudo-sequence HLA-B45:01. The peptide sequence is KEINLLSQT. The binding affinity (normalized) is 0.186. (7) The peptide sequence is TGGPIYRRR. The MHC is HLA-A11:01 with pseudo-sequence HLA-A11:01. The binding affinity (normalized) is 0.143.